Dataset: Full USPTO retrosynthesis dataset with 1.9M reactions from patents (1976-2016). Task: Predict the reactants needed to synthesize the given product. (1) Given the product [Cl:8][C:6]1[N:5]=[N:4][C:3]([C:9]([O:11][CH3:12])=[O:10])=[C:2]([NH:21][C:17]2[CH:16]=[CH:15][C:14]([Cl:13])=[C:19]([CH3:20])[N:18]=2)[CH:7]=1, predict the reactants needed to synthesize it. The reactants are: Cl[C:2]1[CH:7]=[C:6]([Cl:8])[N:5]=[N:4][C:3]=1[C:9]([O:11][CH3:12])=[O:10].[Cl:13][C:14]1[CH:15]=[CH:16][C:17]([NH2:21])=[N:18][C:19]=1[CH3:20]. (2) The reactants are: C[O:2][C:3](=[O:22])[C:4]1[CH:16]=[C:15]([C:17](=[O:21])[C:18]([CH3:20])=[CH2:19])[CH:14]=[C:6]([C:7]([N:9]([CH3:13])[CH2:10][CH2:11][CH3:12])=[O:8])[CH:5]=1.[OH-].[Na+]. Given the product [CH3:13][N:9]([CH2:10][CH2:11][CH3:12])[C:7](=[O:8])[C:6]1[CH:5]=[C:4]([CH:16]=[C:15]([C:17](=[O:21])[C:18]([CH3:20])=[CH2:19])[CH:14]=1)[C:3]([OH:22])=[O:2], predict the reactants needed to synthesize it. (3) Given the product [C:11]([O:10][C:9]([N:8]([C:16]1[C:21]([C:22]2[O:41][N:40]=[C:39]([C:38]3[CH:43]=[CH:44][CH:45]=[C:36]([CH2:35][Cl:34])[CH:37]=3)[CH:23]=2)=[N:20][C:19]([C:24]2[CH:29]=[CH:28][C:27](=[O:30])[N:26]([CH:31]([CH3:33])[CH3:32])[CH:25]=2)=[CH:18][N:17]=1)[C:6](=[O:7])[O:5][C:1]([CH3:2])([CH3:3])[CH3:4])=[O:15])([CH3:14])([CH3:13])[CH3:12], predict the reactants needed to synthesize it. The reactants are: [C:1]([O:5][C:6]([N:8]([C:16]1[C:21]([C:22]#[CH:23])=[N:20][C:19]([C:24]2[CH:29]=[CH:28][C:27](=[O:30])[N:26]([CH:31]([CH3:33])[CH3:32])[CH:25]=2)=[CH:18][N:17]=1)[C:9](=[O:15])[O:10][C:11]([CH3:14])([CH3:13])[CH3:12])=[O:7])([CH3:4])([CH3:3])[CH3:2].[Cl:34][CH2:35][C:36]1[CH:37]=[C:38]([CH:43]=[CH:44][CH:45]=1)[C:39](Cl)=[N:40][OH:41].C(N(CC)CC)C. (4) Given the product [F:18][C:19]1[CH:28]=[C:27]([I:29])[CH:26]=[CH:25][C:20]=1[NH:21][C:22]1[N:23]([CH3:24])[C:11](=[O:13])[C:10]2[C:9]([CH3:16])=[CH:8][O:7][C:6]=2[C:5]=1[C:4]([O:3][CH2:1][CH3:2])=[O:17], predict the reactants needed to synthesize it. The reactants are: [CH2:1]([O:3][C:4](=[O:17])[CH2:5][C:6]1[O:7][CH:8]=[C:9]([CH3:16])[C:10]=1[C:11]([O:13]CC)=O)[CH3:2].[F:18][C:19]1[CH:28]=[C:27]([I:29])[CH:26]=[CH:25][C:20]=1[N:21]=[C:22]=[N:23][CH3:24].